From a dataset of Forward reaction prediction with 1.9M reactions from USPTO patents (1976-2016). Predict the product of the given reaction. (1) Given the reactants C(O[K])(C)(C)C.O1CCCC1.[Br:12][C:13]1[CH:18]=[CH:17][C:16]([O:19][CH2:20][CH2:21]Cl)=[CH:15][CH:14]=1, predict the reaction product. The product is: [Br:12][C:13]1[CH:18]=[CH:17][C:16]([O:19][CH:20]=[CH2:21])=[CH:15][CH:14]=1. (2) The product is: [OH:1][C:2]1[C:3]([CH3:9])=[C:4]([CH:5]=[CH:6][CH:7]=1)[O:8][C:18]1[C:27]2[C:26](=[O:28])[N:25]([CH2:29][C:30]3[CH:31]=[CH:32][C:33]([O:36][CH3:37])=[CH:34][CH:35]=3)[C:24](=[O:38])[N:23]([C:39]3[CH:44]=[CH:43][C:42]([I:45])=[CH:41][C:40]=3[F:46])[C:22]=2[N:21]([CH3:47])[C:20](=[O:48])[CH:19]=1. Given the reactants [OH:1][C:2]1[C:3]([CH3:9])=[C:4]([OH:8])[CH:5]=[CH:6][CH:7]=1.[H-].[Na+].FC(F)(F)S(O[C:18]1[C:27]2[C:26](=[O:28])[N:25]([CH2:29][C:30]3[CH:35]=[CH:34][C:33]([O:36][CH3:37])=[CH:32][CH:31]=3)[C:24](=[O:38])[N:23]([C:39]3[CH:44]=[CH:43][C:42]([I:45])=[CH:41][C:40]=3[F:46])[C:22]=2[N:21]([CH3:47])[C:20](=[O:48])[CH:19]=1)(=O)=O, predict the reaction product.